This data is from Antibody-antigen binding affinity with 493 pairs from SAbDab. The task is: Regression. Given the amino acid sequences of an antibody and an antigen, predict their binding affinity value. We predict pKd (pKd = -log10(Kd in M); higher means stronger binding). (1) The antigen (tumor necrosis factor receptor superfamily member 17) has sequence MLQMAGQCSQNEYFDSLLHACIPCQLRCSSNTPPLTCQRYCNASVTNSVKGTNA. The pKd is 11. The antibody sequence is ['QVQLQQSGGGLVQPGGSLKLSCAASGIDFSRYWMSWVRRAPGKGLEWIGEINPDSSTINYAPSLKDKFIISRDNAKNTLYLQMSKVRSEDTALYYCASLYYDYGDAMDYWGQGTSVTVSSASTKGPSVFPLAPSSKSTSGGTAALGCLVKDYFPEPVTVSWNSGALTSGVHTFPAVLQSSGLYSLSSVVTVPSSSLGTQTYICNVNHKPSNTKVDKRVEPA', 'DIVMTQSQRFMTTSVGDRVSVTCKASQSVDSNVAWYQQKPRQSPKALIFSASLRFSGVPARFTGSGSGTDFTLTISNLQSEDLAEYFCQQYNNYPLTFGAGTKLELKRTVAAPSVFIFPPSDEQLKSGTASVVCLLNNFYPREAKVQWKVDNALQSGNSQESVTEQDSKDSTYSLSSTLTLSKADYEKHKVYACEVTHQGLSSPVTKSFNRGE']. (2) The antigen (lysozyme c) has sequence KVFGRCELAAAMKRHGLDNYRGYSLGNWVCAAKFESNFNTQATNRNTDGSTDYGILQINSRWWCNDGRTPGSRNLCNIPCSALLSSDITASVNCAAKIVSDGNGMNAWVAWRNRCKGTDVQAWIRGCRL. The antibody sequence is ['EVQLQESGPSLVKPSQTLSLTCSVTGDSVTSDYWSWIRKFPGNKLEYMGYISYSGSTYYHPSLKSRISITRDTSKNQYYLQLNSVTTEDTATYYCASWGGDVWGAGTTVTVSSAKTTAPSVYPLAPVCGDTTGSSVTLGCLVKGYFPEPVTLTWNSGSLSSGVHTFPAVLQSDLYTLSSSVTVTSSTWPSQSITCNVAHPASSTKVDKKI', 'DIVLTQSPATLSVTPGDSVSLSCRASQSISNNLHWYQQKSHESPRLLIKYASQSISGIPSRFSGSGSGTDFTLSINSVETEDFGMYFCQQSNSWPYTFGGGTKLEIKRADAAPTVSIFPPSSEQLTSGGASVVCFLNNFYPKDINVKWKIDGSERQNGVLNSWTDQDSKDSTYSMSSTLTLTKDEYERHNSYTCEATHKTSTSPIVKSFNRNEC']. The pKd is 4.0.